This data is from Forward reaction prediction with 1.9M reactions from USPTO patents (1976-2016). The task is: Predict the product of the given reaction. (1) Given the reactants [Cl:1][C:2]1[N:7]2[N:8]=[C:9]([C:11]3[CH:20]=[CH:19][C:18]4[CH2:17][CH2:16][CH2:15][CH2:14][C:13]=4[CH:12]=3)[CH:10]=[C:6]2[N:5]=[C:4]([CH3:21])[C:3]=1[CH:22]([OH:27])[C:23]([O:25][CH3:26])=[O:24].CC(OI1(OC(C)=O)(OC(C)=O)OC(=O)C2C=CC=CC1=2)=O, predict the reaction product. The product is: [Cl:1][C:2]1[N:7]2[N:8]=[C:9]([C:11]3[CH:20]=[CH:19][C:18]4[CH2:17][CH2:16][CH2:15][CH2:14][C:13]=4[CH:12]=3)[CH:10]=[C:6]2[N:5]=[C:4]([CH3:21])[C:3]=1[C:22](=[O:27])[C:23]([O:25][CH3:26])=[O:24]. (2) The product is: [F:1][C:2]1[CH:7]=[C:6]([F:8])[CH:5]=[CH:4][C:3]=1[C:9]1[CH2:12][CH2:11][C:10]=1[N:13]([CH:14]=[O:15])[C:20](=[O:22])[CH3:21]. Given the reactants [F:1][C:2]1[CH:7]=[C:6]([F:8])[CH:5]=[CH:4][C:3]=1[C:9]1[CH2:12][CH2:11][C:10]=1[NH:13][CH:14]=[O:15].C(O[C:20](=[O:22])[CH3:21])(=O)C.C(N(CC)CC)C.C(=O)(O)[O-].[Na+], predict the reaction product. (3) Given the reactants [CH3:1][C:2]1[CH:11]=[C:10]([CH3:12])[C:9]([C:13]2[NH:17][C:16]3[CH2:18][O:19][CH:20]([CH3:22])[CH2:21][C:15]=3[N:14]=2)=[CH:8][C:3]=1[C:4]([O:6]C)=[O:5].[OH-].[Li+], predict the reaction product. The product is: [CH3:1][C:2]1[CH:11]=[C:10]([CH3:12])[C:9]([C:13]2[NH:17][C:16]3[CH2:18][O:19][CH:20]([CH3:22])[CH2:21][C:15]=3[N:14]=2)=[CH:8][C:3]=1[C:4]([OH:6])=[O:5]. (4) Given the reactants [Cl:1][C:2]1[N:7]=[CH:6][C:5]2[CH2:8][CH2:9][O:10][CH:11]([OH:12])[C:4]=2[CH:3]=1, predict the reaction product. The product is: [Cl:1][C:2]1[N:7]=[CH:6][C:5]2[CH2:8][CH2:9][O:10][C:11](=[O:12])[C:4]=2[CH:3]=1. (5) Given the reactants CN(C)C=O.[N:6]1[C:15]2[C:10](=[CH:11][CH:12]=[CH:13][CH:14]=2)[CH:9]=[C:8](B(O)O)[CH:7]=1.C(=O)([O-])[O-].[Cs+].[Cs+].Cl[C:26]1[C:32]2[CH:33]=[CH:34][CH:35]=[CH:36][C:31]=2[O:30][C:29]([CH3:38])([CH3:37])[CH2:28][N:27]=1, predict the reaction product. The product is: [CH3:37][C:29]1([CH3:38])[CH2:28][N:27]=[C:26]([C:8]2[CH:7]=[N:6][C:15]3[C:10]([CH:9]=2)=[CH:11][CH:12]=[CH:13][CH:14]=3)[C:32]2[CH:33]=[CH:34][CH:35]=[CH:36][C:31]=2[O:30]1. (6) Given the reactants O[CH:2]1[CH2:10][C:9]2[C:4](=[CH:5][CH:6]=[CH:7][CH:8]=2)[CH2:3]1.[CH2:11]=[O:12].[Cl-:13].[Ca+2].[Cl-].Cl, predict the reaction product. The product is: [Cl:13][CH2:11][O:12][CH:2]1[CH2:10][C:9]2[C:4](=[CH:5][CH:6]=[CH:7][CH:8]=2)[CH2:3]1. (7) The product is: [CH2:16]([NH:23][C@@H:8]1[CH2:7][C:6]2[C:11](=[CH:12][CH:13]=[CH:14][C:5]=2[OH:4])[CH2:10][C@H:9]1[OH:15])[C:17]1[CH:22]=[CH:21][CH:20]=[CH:19][CH:18]=1. Given the reactants C([O:4][C:5]1[CH:14]=[CH:13][CH:12]=[C:11]2[C:6]=1[CH2:7][CH:8]1[O:15][CH:9]1[CH2:10]2)(=O)C.[CH2:16]([NH2:23])[C:17]1[CH:22]=[CH:21][CH:20]=[CH:19][CH:18]=1, predict the reaction product. (8) Given the reactants Cl.[NH:2]([C:6]1[CH:14]=[CH:13][C:9]([C:10]([OH:12])=[O:11])=[CH:8][CH:7]=1)[C:3]([NH2:5])=[NH:4].[C:15](O[C:15]([O:17][C:18]([CH3:21])([CH3:20])[CH3:19])=[O:16])([O:17][C:18]([CH3:21])([CH3:20])[CH3:19])=[O:16], predict the reaction product. The product is: [CH3:21][C:18]([O:17][C:15]([NH:4][C:3](=[N:5][C:15]([O:17][C:18]([CH3:21])([CH3:20])[CH3:19])=[O:16])[NH:2][C:6]1[CH:14]=[CH:13][C:9]([C:10]([OH:12])=[O:11])=[CH:8][CH:7]=1)=[O:16])([CH3:19])[CH3:20]. (9) Given the reactants CS([O:5][CH2:6][C:7]1[C:8]([C:12]2[CH:17]=[CH:16][C:15]([Br:18])=[CH:14][CH:13]=2)=[N:9][S:10][CH:11]=1)(=O)=O.O[C:20]1[CH:25]=[CH:24][C:23]([CH2:26][CH2:27][C:28]([O:30]CC)=[O:29])=[C:22]([CH3:33])[C:21]=1[CH3:34], predict the reaction product. The product is: [Br:18][C:15]1[CH:16]=[CH:17][C:12]([C:8]2[C:7]([CH2:6][O:5][C:20]3[CH:25]=[CH:24][C:23]([CH2:26][CH2:27][C:28]([OH:30])=[O:29])=[C:22]([CH3:33])[C:21]=3[CH3:34])=[CH:11][S:10][N:9]=2)=[CH:13][CH:14]=1.